Dataset: Forward reaction prediction with 1.9M reactions from USPTO patents (1976-2016). Task: Predict the product of the given reaction. (1) Given the reactants C([O:8][C:9]1[CH:14]=[C:13]([O:15][CH3:16])[CH:12]=[CH:11][C:10]=1[CH2:17][C:18]([O:20][CH3:21])=[O:19])C1C=CC=CC=1, predict the reaction product. The product is: [OH:8][C:9]1[CH:14]=[C:13]([O:15][CH3:16])[CH:12]=[CH:11][C:10]=1[CH2:17][C:18]([O:20][CH3:21])=[O:19]. (2) Given the reactants [Br:1][C:2]1[CH:3]=[C:4]2[C:9](=[CH:10][CH:11]=1)[CH2:8][CH:7]([OH:12])[CH2:6][CH2:5]2.[H-].[Na+].[CH3:15][CH2:16][CH2:17][CH2:18][CH2:19]I.[Cl-].[NH4+], predict the reaction product. The product is: [Br:1][C:2]1[CH:3]=[C:4]2[C:9](=[CH:10][CH:11]=1)[CH2:8][CH:7]([O:12][CH2:15][CH2:16][CH2:17][CH2:18][CH3:19])[CH2:6][CH2:5]2. (3) Given the reactants [N+:1]([C:4]1[CH:5]=[C:6]2[C:10](=[CH:11][CH:12]=1)[N:9]([CH2:13][C:14]1[CH:15]=[C:16]([CH:20]=[CH:21][CH:22]=1)[C:17](O)=[O:18])[CH:8]=[CH:7]2)([O-:3])=[O:2].[C:23]([NH2:27])([CH3:26])([CH3:25])[CH3:24].P(C#N)(OCC)(OCC)=O.C(=O)(O)[O-].[Na+], predict the reaction product. The product is: [C:23]([NH:27][C:17](=[O:18])[C:16]1[CH:20]=[CH:21][CH:22]=[C:14]([CH2:13][N:9]2[C:10]3[C:6](=[CH:5][C:4]([N+:1]([O-:3])=[O:2])=[CH:12][CH:11]=3)[CH:7]=[CH:8]2)[CH:15]=1)([CH3:26])([CH3:25])[CH3:24]. (4) Given the reactants [Br:1][C:2]1[C:3]([CH3:9])=[N:4][C:5]([F:8])=[CH:6][CH:7]=1.[Br:10]N1C(=O)CCC1=O.O, predict the reaction product. The product is: [Br:1][C:2]1[C:3]([CH2:9][Br:10])=[N:4][C:5]([F:8])=[CH:6][CH:7]=1. (5) Given the reactants [CH:1]([C:4]1[C:5]2[CH:6]=[C:7]([CH3:28])[C:8]([NH:16][C:17]3[CH:27]=[CH:26][C:20]([C:21]([O:23][CH2:24][CH3:25])=[O:22])=[CH:19][CH:18]=3)=[CH:9][C:10]=2[C:11]([CH3:15])([CH3:14])[CH2:12][CH:13]=1)([CH3:3])[CH3:2].[CH:29](=O)[CH2:30][CH3:31], predict the reaction product. The product is: [CH2:29]([N:16]([C:8]1[C:7]([CH3:28])=[CH:6][C:5]2[C:4]([CH:1]([CH3:3])[CH3:2])=[CH:13][CH2:12][C:11]([CH3:14])([CH3:15])[C:10]=2[CH:9]=1)[C:17]1[CH:18]=[CH:19][C:20]([C:21]([O:23][CH2:24][CH3:25])=[O:22])=[CH:26][CH:27]=1)[CH2:30][CH3:31]. (6) Given the reactants [Si:1]([O:8][CH:9]1[C:16](=[CH2:17])[C:13]2([CH2:15][CH2:14]2)[O:12][CH:11]([C:18]2[CH:23]=[CH:22][N:21]=[CH:20][C:19]=2[N+:24]([O-])=O)[CH2:10]1)([C:4]([CH3:7])([CH3:6])[CH3:5])([CH3:3])[CH3:2], predict the reaction product. The product is: [Si:1]([O:8][C@H:9]1[C:16](=[CH2:17])[C:13]2([CH2:14][CH2:15]2)[O:12][C@@H:11]([C:18]2[CH:23]=[CH:22][N:21]=[CH:20][C:19]=2[NH2:24])[CH2:10]1)([C:4]([CH3:7])([CH3:5])[CH3:6])([CH3:2])[CH3:3]. (7) The product is: [N:38]1[CH:39]=[CH:40][C:35]([NH:34][C:24]([C:19]2[NH:20][C:21]3[C:17]([C:18]=2[C:27]2[CH:32]=[CH:31][C:30]([CH3:33])=[CH:29][CH:28]=2)=[CH:16][C:15]([NH:14][S:11]([C:8]2[CH:9]=[CH:10][C:5]([C:1]([CH3:2])([CH3:3])[CH3:4])=[CH:6][CH:7]=2)(=[O:12])=[O:13])=[CH:23][CH:22]=3)=[O:25])=[CH:36][CH:37]=1. Given the reactants [C:1]([C:5]1[CH:10]=[CH:9][C:8]([S:11]([NH:14][C:15]2[CH:16]=[C:17]3[C:21](=[CH:22][CH:23]=2)[NH:20][C:19]([C:24](O)=[O:25])=[C:18]3[C:27]2[CH:32]=[CH:31][C:30]([CH3:33])=[CH:29][CH:28]=2)(=[O:13])=[O:12])=[CH:7][CH:6]=1)([CH3:4])([CH3:3])[CH3:2].[NH2:34][C:35]1[CH:40]=[CH:39][N:38]=[CH:37][CH:36]=1, predict the reaction product. (8) Given the reactants [OH:1][C:2]1[CH:7]=[CH:6][C:5]([C:8]2[C:17]([C:18]([F:21])([F:20])[F:19])=[CH:16][C:15]3[C:10](=[CH:11][CH:12]=[CH:13][CH:14]=3)[C:9]=2[O:22][C:23]2[CH:32]=[CH:31][C:26]([C:27]([O:29]C)=[O:28])=[CH:25][CH:24]=2)=[CH:4][CH:3]=1.[OH-].[Na+], predict the reaction product. The product is: [OH:1][C:2]1[CH:7]=[CH:6][C:5]([C:8]2[C:17]([C:18]([F:20])([F:21])[F:19])=[CH:16][C:15]3[C:10](=[CH:11][CH:12]=[CH:13][CH:14]=3)[C:9]=2[O:22][C:23]2[CH:24]=[CH:25][C:26]([C:27]([OH:29])=[O:28])=[CH:31][CH:32]=2)=[CH:4][CH:3]=1. (9) Given the reactants [F:1][C:2]([F:21])([F:20])[O:3][C:4]1[CH:9]=[CH:8][C:7]([C:10]2[N:14]=[C:13]([C:15](OCC)=[O:16])[O:12][N:11]=2)=[CH:6][CH:5]=1.[NH2:22][NH2:23].O, predict the reaction product. The product is: [F:1][C:2]([F:21])([F:20])[O:3][C:4]1[CH:9]=[CH:8][C:7]([C:10]2[N:14]=[C:13]([C:15]([NH:22][NH2:23])=[O:16])[O:12][N:11]=2)=[CH:6][CH:5]=1.